Dataset: Reaction yield outcomes from USPTO patents with 853,638 reactions. Task: Predict the reaction yield, written as a fraction of the theoretical maximum amount of product (1.0 means a 100% yield; for example, 0.34 means a 34% yield). (1) The reactants are [CH3:1][O:2][C:3]1[CH:4]=[C:5]([C:9](=[O:22])[CH2:10][C:11](=[NH:21])[NH:12][C:13]2[CH:18]=[CH:17][C:16]([O:19][CH3:20])=[CH:15][CH:14]=2)[CH:6]=[CH:7][CH:8]=1.[C:23](OC)(=[O:26])[C:24]#[CH:25].C(OCC)C.C1CCCCC1. The catalyst is CO. The product is [NH2:21][C:11]1[N:12]([C:13]2[CH:14]=[CH:15][C:16]([O:19][CH3:20])=[CH:17][CH:18]=2)[C:23](=[O:26])[CH:24]=[CH:25][C:10]=1[C:9](=[O:22])[C:5]1[CH:6]=[CH:7][CH:8]=[C:3]([O:2][CH3:1])[CH:4]=1. The yield is 0.630. (2) The reactants are [C:1]([O:20][CH2:21][CH2:22][CH2:23][O:24][CH2:25][CH2:26][OH:27])([C:14]1[CH:19]=[CH:18][CH:17]=[CH:16][CH:15]=1)([C:8]1[CH:13]=[CH:12][CH:11]=[CH:10][CH:9]=1)[C:2]1[CH:7]=[CH:6][CH:5]=[CH:4][CH:3]=1.[S:28](Cl)([C:31]1[CH:37]=[CH:36][C:34]([CH3:35])=[CH:33][CH:32]=1)(=[O:30])=[O:29]. The catalyst is N1C=CC=CC=1. The product is [C:1]([O:20][CH2:21][CH2:22][CH2:23][O:24][CH2:25][CH2:26][O:27][S:28]([C:31]1[CH:37]=[CH:36][C:34]([CH3:35])=[CH:33][CH:32]=1)(=[O:30])=[O:29])([C:8]1[CH:13]=[CH:12][CH:11]=[CH:10][CH:9]=1)([C:14]1[CH:15]=[CH:16][CH:17]=[CH:18][CH:19]=1)[C:2]1[CH:3]=[CH:4][CH:5]=[CH:6][CH:7]=1. The yield is 0.910. (3) The reactants are Cl.[NH2:2][CH2:3][CH2:4][O:5][C:6]1[C:15]2[C:10](=[CH:11][CH:12]=[CH:13][CH:14]=2)[C:9](=[O:16])[NH:8][C:7]=1[C:17]1[CH:22]=[CH:21][CH:20]=[CH:19][CH:18]=1.[CH2:23]=O. The catalyst is C(O)=O. The product is [CH3:23][NH:2][CH2:3][CH2:4][O:5][C:6]1[C:15]2[C:10](=[CH:11][CH:12]=[CH:13][CH:14]=2)[C:9](=[O:16])[NH:8][C:7]=1[C:17]1[CH:22]=[CH:21][CH:20]=[CH:19][CH:18]=1. The yield is 0.510. (4) The reactants are [NH2:1][C:2]1[C:7]([Br:8])=[CH:6][C:5]([Cl:9])=[CH:4][N:3]=1.Cl[C:11]1[C:12](=[O:27])[N:13]([CH2:18][C:19]2[CH:24]=[CH:23][C:22]([O:25][CH3:26])=[CH:21][CH:20]=2)[CH:14]=[C:15]([Cl:17])[N:16]=1.C(N1C=C(Cl)N=C(NC2C(Br)=CC(C)=CN=2)C1=O)C1C=CC=CC=1. No catalyst specified. The product is [Br:8][C:7]1[C:2]([NH:1][C:11]2[C:12](=[O:27])[N:13]([CH2:18][C:19]3[CH:20]=[CH:21][C:22]([O:25][CH3:26])=[CH:23][CH:24]=3)[CH:14]=[C:15]([Cl:17])[N:16]=2)=[N:3][CH:4]=[C:5]([Cl:9])[CH:6]=1. The yield is 0.580. (5) The reactants are [NH2:1][C:2]1[CH:3]=[C:4](B2OC(C)(C)C(C)(C)O2)[CH:5]=[CH:6][C:7]=1[Cl:8].Br[C:19]1[CH:20]=[N:21][N:22]([CH3:24])[CH:23]=1.C(=O)([O-])[O-].[Na+].[Na+]. The catalyst is C1(P(C2C=CC=CC=2)[C-]2C=CC=C2)C=CC=CC=1.[C-]1(P(C2C=CC=CC=2)C2C=CC=CC=2)C=CC=C1.[Fe+2].COCCOC. The product is [Cl:8][C:7]1[CH:6]=[CH:5][C:4]([C:19]2[CH:20]=[N:21][N:22]([CH3:24])[CH:23]=2)=[CH:3][C:2]=1[NH2:1]. The yield is 0.440. (6) The yield is 0.0800. The product is [C:16]1([N:26]2[CH:34]=[C:33]3[C:28]([CH2:29][CH2:30][CH:31]([NH:35][C:13]([C:12]4[C:2]([F:1])=[CH:3][C:4]5[S:9][CH2:8][C:7](=[O:10])[NH:6][C:5]=5[CH:11]=4)=[O:15])[CH2:32]3)=[N:27]2)[C:25]2[C:20](=[CH:21][CH:22]=[CH:23][CH:24]=2)[CH:19]=[CH:18][CH:17]=1. The catalyst is CN(C=O)C.CCOC(C)=O.[OH-].[Na+]. The reactants are [F:1][C:2]1[C:12]([C:13]([OH:15])=O)=[CH:11][C:5]2[NH:6][C:7](=[O:10])[CH2:8][S:9][C:4]=2[CH:3]=1.[C:16]1([N:26]2[CH:34]=[C:33]3[C:28]([CH2:29][CH2:30][CH:31]([NH2:35])[CH2:32]3)=[N:27]2)[C:25]2[C:20](=[CH:21][CH:22]=[CH:23][CH:24]=2)[CH:19]=[CH:18][CH:17]=1.C1C=CC2N(O)N=NC=2C=1.C(Cl)CCl. (7) The reactants are [OH:1][CH2:2][CH:3]1[CH2:16][O:15][C:14]2[C:5](=[CH:6][C:7]3[C:8]([C:21]([F:24])([F:23])[F:22])=[CH:9][C:10]([O:17][CH:18]([CH3:20])[CH3:19])=[N:11][C:12]=3[CH:13]=2)[N:4]1[CH2:25][C:26]([F:29])([F:28])[F:27].[H-].[Na+].I[CH2:33][CH2:34][CH3:35]. The catalyst is C1COCC1. The product is [CH:18]([O:17][C:10]1[CH:9]=[C:8]([C:21]([F:22])([F:23])[F:24])[C:7]2[CH:6]=[C:5]3[N:4]([CH2:25][C:26]([F:28])([F:29])[F:27])[CH:3]([CH2:2][O:1][CH2:33][CH2:34][CH3:35])[CH2:16][O:15][C:14]3=[CH:13][C:12]=2[N:11]=1)([CH3:20])[CH3:19]. The yield is 0.500. (8) The reactants are [Br:1][C:2]1[CH:3]=[C:4]([CH:9]=[CH:10][C:11]=1[CH2:12][C:13]#N)[C:5]([O:7][CH3:8])=[O:6].S(=O)(=O)(O)O.[OH2:20].[CH3:21][OH:22]. No catalyst specified. The product is [Br:1][C:2]1[CH:3]=[C:4]([CH:9]=[CH:10][C:11]=1[CH2:12][C:13]([O:22][CH3:21])=[O:20])[C:5]([O:7][CH3:8])=[O:6]. The yield is 0.850. (9) The reactants are Cl[CH2:2][C:3]([C:5]1[C:6]([F:17])=[CH:7][N:8]=[C:9]2[C:14]=1[N:13]=[C:12]([O:15]C)[CH:11]=[CH:10]2)=[CH2:4].[I-].[Na+]. The catalyst is CC(C)=O.C(OCC)(=O)C. The product is [F:17][C:6]1[CH:7]=[N:8][C:9]2[CH:10]=[CH:11][C:12](=[O:15])[N:13]3[CH2:2][C:3](=[CH2:4])[C:5]=1[C:14]=23. The yield is 0.360. (10) The reactants are Cl[C:2]1[CH:3]=[C:4]2[C:9](=[CH:10][CH:11]=1)[N:8]=[CH:7][CH:6]=[CH:5]2.[CH3:12][C:13]1[N:18]=[C:17]([C:19](=[O:21])[CH3:20])[CH:16]=[CH:15][CH:14]=1.CC(C)([O-])C.[K+].C(O)(=O)C. The catalyst is O1CCCC1.C([O-])(=O)C.[Pd+2].C([O-])(=O)C.C1(P(C2CCCCC2)C2C=CC=CC=2C2C=CC=CC=2N(C)C)CCCCC1. The product is [CH3:12][C:13]1[N:18]=[C:17]([C:19](=[O:21])[CH2:20][C:2]2[CH:3]=[C:4]3[C:9](=[CH:10][CH:11]=2)[N:8]=[CH:7][CH:6]=[CH:5]3)[CH:16]=[CH:15][CH:14]=1. The yield is 0.780.